From a dataset of Catalyst prediction with 721,799 reactions and 888 catalyst types from USPTO. Predict which catalyst facilitates the given reaction. (1) Reactant: [F:1][C:2]1[CH:30]=[CH:29][C:5]([CH2:6][N:7]2[C:11]3=[CH:12][N:13]=[C:14]([C:24]([O:26][CH2:27][CH3:28])=[O:25])[C:15](OS(C(F)(F)F)(=O)=O)=[C:10]3[CH:9]=[CH:8]2)=[CH:4][CH:3]=1.[CH2:31]=[CH:32][CH2:33][CH2:34][CH2:35][CH3:36].C(N(CC)CC)C. The catalyst class is: 274. Product: [F:1][C:2]1[CH:30]=[CH:29][C:5]([CH2:6][N:7]2[C:11]3=[CH:12][N:13]=[C:14]([C:24]([O:26][CH2:27][CH3:28])=[O:25])[C:15](/[CH:31]=[CH:32]/[CH2:33][CH2:34][CH2:35][CH3:36])=[C:10]3[CH:9]=[CH:8]2)=[CH:4][CH:3]=1. (2) Reactant: [S:1]1[CH:5]=[CH:4][C:3]([CH:6]([CH2:9][CH3:10])[C:7]#[N:8])=[CH:2]1.[Li+].[CH3:12][Si]([N-][Si](C)(C)C)(C)C.IC. Product: [CH3:12][C:6]([C:3]1[CH:4]=[CH:5][S:1][CH:2]=1)([CH2:9][CH3:10])[C:7]#[N:8]. The catalyst class is: 1. (3) Reactant: [Br:1][C:2]1[CH:3]=[C:4]2[C:9](=[CH:10][CH:11]=1)[CH:8]=[C:7](O)[CH:6]=[CH:5]2.S([O-])([O-])=O.[NH4+:17].[NH4+]. The catalyst class is: 328. Product: [Br:1][C:2]1[CH:3]=[C:4]2[C:9](=[CH:10][CH:11]=1)[CH:8]=[C:7]([NH2:17])[CH:6]=[CH:5]2. (4) Reactant: [CH3:1][C:2]1[O:3][C:4]([CH2:17]O)=[C:5]([C:7]2[CH:16]=[CH:15][C:14]3[CH2:13][CH2:12][CH2:11][CH2:10][C:9]=3[CH:8]=2)[N:6]=1.S(Cl)(Cl)=[O:20].C([O:26][CH2:27][CH2:28][Cl:29])(=O)C.[H-].[Na+]. Product: [Cl:29][CH:28]([CH2:17][C:4]1[O:3][C:2]([CH3:1])=[N:6][C:5]=1[C:7]1[CH:16]=[CH:15][C:14]2[CH2:13][CH2:12][CH2:11][CH2:10][C:9]=2[CH:8]=1)[C:27]([OH:20])=[O:26]. The catalyst class is: 35. (5) Reactant: [CH:1]1([C:4]([C@H:6]2[C@H:11]([CH3:12])[CH2:10][C@H:9]3[C@H:13]4[C:22]([C@@H:23]([C:25]5[CH:30]=[CH:29][C:28]([C:31]6[CH:32]=[N:33][CH:34]=[CH:35][CH:36]=6)=[CH:27][CH:26]=5)[CH2:24][C@:7]23[CH3:8])=[C:21]2[C:16](=[CH:17][C:18](=[O:37])[CH2:19][CH2:20]2)[CH2:15][CH2:14]4)=[O:5])[CH2:3][CH2:2]1.[ClH:38].O. Product: [ClH:38].[CH:1]1([C:4]([CH:6]2[CH:11]([CH3:12])[CH2:10][C@H:9]3[C@H:13]4[C:22]([CH:23]([C:25]5[CH:26]=[CH:27][C:28]([C:31]6[CH:32]=[N:33][CH:34]=[CH:35][CH:36]=6)=[CH:29][CH:30]=5)[CH2:24][C@:7]23[CH3:8])=[C:21]2[C:16](=[CH:17][C:18](=[O:37])[CH2:19][CH2:20]2)[CH2:15][CH2:14]4)=[O:5])[CH2:3][CH2:2]1. The catalyst class is: 10. (6) Reactant: [CH2:1](Br)[C:2]1[CH:7]=[CH:6][CH:5]=[CH:4][CH:3]=1.C([O-])([O-])=O.[K+].[K+].[OH:15][C:16]1[CH:25]=[C:24]([NH:26][C:27](=[O:40])[CH:28]=[CH:29][C:30]2[CH:39]=[CH:38][C:37]3[C:32](=[CH:33][CH:34]=[CH:35][CH:36]=3)[CH:31]=2)[CH:23]=[CH:22][C:17]=1[C:18]([O:20][CH3:21])=[O:19].C1CCN2C(=NCCC2)CC1.Cl.[N+:53]([CH3:56])([O-:55])=[O:54]. Product: [CH2:1]([O:15][C:16]1[CH:25]=[C:24]([NH:26][C:27](=[O:40])[CH2:28][CH:29]([C:30]2[CH:39]=[CH:38][C:37]3[C:32](=[CH:33][CH:34]=[CH:35][CH:36]=3)[CH:31]=2)[CH2:56][N+:53]([O-:55])=[O:54])[CH:23]=[CH:22][C:17]=1[C:18]([O:20][CH3:21])=[O:19])[C:2]1[CH:7]=[CH:6][CH:5]=[CH:4][CH:3]=1. The catalyst class is: 18. (7) Reactant: [F:1][C:2]1[CH:7]=[CH:6][C:5]([OH:8])=[CH:4][C:3]=1[N+:9]([O-:11])=[O:10].CI.[C:14](=O)([O-])[O-].[K+].[K+].C(Cl)Cl. Product: [F:1][C:2]1[CH:7]=[CH:6][C:5]([O:8][CH3:14])=[CH:4][C:3]=1[N+:9]([O-:11])=[O:10]. The catalyst class is: 21.